From a dataset of Forward reaction prediction with 1.9M reactions from USPTO patents (1976-2016). Predict the product of the given reaction. (1) Given the reactants [C:1]([C:5]1[CH:12]=[CH:11][C:8]([CH:9]=O)=[CH:7][CH:6]=1)([CH3:4])([CH3:3])[CH3:2].[NH2:13][C:14]1[CH:19]=[CH:18][CH:17]=[CH:16][N:15]=1.C([O:22][C:23](=O)[C:24]([OH:35])=[CH:25][C:26](=[O:34])[C:27]1[CH:32]=[CH:31][C:30]([CH3:33])=[CH:29][CH:28]=1)C, predict the reaction product. The product is: [C:1]([C:5]1[CH:12]=[CH:11][C:8]([CH:9]2[N:13]([C:14]3[CH:19]=[CH:18][CH:17]=[CH:16][N:15]=3)[C:23](=[O:22])[C:24]([OH:35])=[C:25]2[C:26](=[O:34])[C:27]2[CH:28]=[CH:29][C:30]([CH3:33])=[CH:31][CH:32]=2)=[CH:7][CH:6]=1)([CH3:4])([CH3:3])[CH3:2]. (2) Given the reactants O=[C:2]1[CH2:5][N:4]([C:6]([O:8][C:9]([CH3:12])([CH3:11])[CH3:10])=[O:7])[CH2:3]1.[CH:13]([CH:15]=P(C1C=CC=CC=1)(C1C=CC=CC=1)C1C=CC=CC=1)=[O:14], predict the reaction product. The product is: [O:14]=[CH:13][CH:15]=[C:2]1[CH2:5][N:4]([C:6]([O:8][C:9]([CH3:12])([CH3:11])[CH3:10])=[O:7])[CH2:3]1. (3) The product is: [C:33]([O:37][C:38]([NH:40][C:41]([CH3:54])([CH3:53])[CH2:42][O:43][C:44]1[CH:52]=[CH:51][C:47]([C:48]([CH2:2][CH2:1][O:3][C:4]([CH2:6][NH:7][C:8]2[CH:13]=[C:12]([O:14][CH3:15])[CH:11]=[CH:10][C:9]=2[C@@H:16]2[CH2:25][CH2:24][C:23]3[CH:22]=[C:21]([O:26][C:27](=[O:32])[C:28]([CH3:31])([CH3:30])[CH3:29])[CH:20]=[CH:19][C:18]=3[CH2:17]2)=[O:5])=[O:49])=[CH:46][CH:45]=1)=[O:39])([CH3:36])([CH3:34])[CH3:35]. Given the reactants [CH2:1]([O:3][C:4]([CH2:6][NH:7][C:8]1[CH:13]=[C:12]([O:14][CH3:15])[CH:11]=[CH:10][C:9]=1[C@@H:16]1[CH2:25][CH2:24][C:23]2[CH:22]=[C:21]([O:26][C:27](=[O:32])[C:28]([CH3:31])([CH3:30])[CH3:29])[CH:20]=[CH:19][C:18]=2[CH2:17]1)=[O:5])[CH3:2].[C:33]([O:37][C:38]([NH:40][C:41]([CH3:54])([CH3:53])[CH2:42][O:43][C:44]1[CH:52]=[CH:51][C:47]([C:48](O)=[O:49])=[CH:46][CH:45]=1)=[O:39])([CH3:36])([CH3:35])[CH3:34], predict the reaction product.